Predict the reaction yield, written as a fraction of the theoretical maximum amount of product (1.0 means a 100% yield; for example, 0.34 means a 34% yield). From a dataset of Reaction yield outcomes from USPTO patents with 853,638 reactions. (1) The reactants are C([O:8][CH2:9][CH2:10][N:11]1[C:16](=[O:17])[CH:15]=[N:14][N:13]([CH2:18][CH2:19][CH2:20][CH2:21][N:22]2[CH2:27][CH2:26][N:25]([C:28]3[CH:33]=[CH:32][CH:31]=[CH:30][C:29]=3[O:34][CH3:35])[CH2:24][CH2:23]2)[C:12]1=[O:36])C1C=CC=CC=1. The catalyst is CO.[Pd]. The product is [OH:8][CH2:9][CH2:10][N:11]1[C:16](=[O:17])[CH:15]=[N:14][N:13]([CH2:18][CH2:19][CH2:20][CH2:21][N:22]2[CH2:23][CH2:24][N:25]([C:28]3[CH:33]=[CH:32][CH:31]=[CH:30][C:29]=3[O:34][CH3:35])[CH2:26][CH2:27]2)[C:12]1=[O:36]. The yield is 0.310. (2) The reactants are [C:1]([O:5][C:6](=[O:15])[NH:7][C@H:8]1[CH2:11][C@@H:10]([N:12]=[N+]=[N-])[CH2:9]1)([CH3:4])([CH3:3])[CH3:2]. The catalyst is [Pd]. The product is [C:1]([O:5][C:6](=[O:15])[NH:7][C@H:8]1[CH2:11][C@@H:10]([NH2:12])[CH2:9]1)([CH3:4])([CH3:2])[CH3:3]. The yield is 0.840. (3) The reactants are [Br:1][C:2]1[CH:3]=[C:4]([N+:13]([O-])=O)[C:5]([Cl:12])=[C:6]([CH:11]=1)[C:7]([O:9][CH3:10])=[O:8].[Cl-].[NH4+]. The catalyst is C(O)C.O.[Fe]. The product is [NH2:13][C:4]1[C:5]([Cl:12])=[C:6]([CH:11]=[C:2]([Br:1])[CH:3]=1)[C:7]([O:9][CH3:10])=[O:8]. The yield is 0.921.